This data is from Catalyst prediction with 721,799 reactions and 888 catalyst types from USPTO. The task is: Predict which catalyst facilitates the given reaction. Reactant: C([O:4][C:5]1[C:24]([Cl:25])=[CH:23][C:22]([Cl:26])=[CH:21][C:6]=1[C:7]([NH:9][C@H:10]([C:18]([OH:20])=[O:19])[CH2:11][C:12]1[CH:17]=[CH:16][CH:15]=[CH:14][CH:13]=1)=[O:8])(=O)C.[OH-].[Na+].Cl. Product: [Cl:25][C:24]1[C:5]([OH:4])=[C:6]([CH:21]=[C:22]([Cl:26])[CH:23]=1)[C:7]([NH:9][C@H:10]([C:18]([OH:20])=[O:19])[CH2:11][C:12]1[CH:13]=[CH:14][CH:15]=[CH:16][CH:17]=1)=[O:8]. The catalyst class is: 40.